This data is from Forward reaction prediction with 1.9M reactions from USPTO patents (1976-2016). The task is: Predict the product of the given reaction. (1) The product is: [Br:7][C:8]1[CH:27]=[CH:26][C:11]([NH:12][C:13]2[C:22]3[C:17](=[CH:18][C:19]([O:25][CH2:42][CH:39]4[CH2:40][CH2:41][N:36]([C:34]([O:33][C:29]([CH3:30])([CH3:32])[CH3:31])=[O:35])[CH2:37][CH2:38]4)=[C:20]([O:23][CH3:24])[CH:21]=3)[N:16]=[CH:15][N:14]=2)=[C:10]([F:28])[CH:9]=1. Given the reactants C(=O)([O-])[O-].[K+].[K+].[Br:7][C:8]1[CH:27]=[CH:26][C:11]([NH:12][C:13]2[C:22]3[C:17](=[CH:18][C:19]([OH:25])=[C:20]([O:23][CH3:24])[CH:21]=3)[N:16]=[CH:15][N:14]=2)=[C:10]([F:28])[CH:9]=1.[C:29]([O:33][C:34]([N:36]1[CH2:41][CH2:40][CH:39]([CH2:42]OS(C2C=CC(C)=CC=2)(=O)=O)[CH2:38][CH2:37]1)=[O:35])([CH3:32])([CH3:31])[CH3:30].O, predict the reaction product. (2) Given the reactants [C:1]([O:5][C:6]([N:8]1[CH2:17][CH2:16][C:15]2[C@:10]([CH2:28][OH:29])([CH2:11][C:12]3[CH:20]=[N:19][N:18]([C:21]4[CH:26]=[CH:25][C:24]([F:27])=[CH:23][CH:22]=4)[C:13]=3[CH:14]=2)[CH2:9]1)=[O:7])([CH3:4])([CH3:3])[CH3:2].[H-].[Na+].I[CH2:33][CH3:34], predict the reaction product. The product is: [C:1]([O:5][C:6]([N:8]1[CH2:17][CH2:16][C:15]2[C@:10]([CH2:28][O:29][CH2:33][CH3:34])([CH2:11][C:12]3[CH:20]=[N:19][N:18]([C:21]4[CH:26]=[CH:25][C:24]([F:27])=[CH:23][CH:22]=4)[C:13]=3[CH:14]=2)[CH2:9]1)=[O:7])([CH3:4])([CH3:3])[CH3:2]. (3) Given the reactants CC1(C)CCCC(C)(C)N1.C([Li])CCC.[Si:16]([O:23][CH2:24][C@@H:25]1[C@H:29]2[O:30][C:31]([CH3:34])([CH3:33])[O:32][C@H:28]2[C@H:27]([N:35]2[CH:43]=[N:42][C:41]3[C:36]2=[N:37][CH:38]=[N:39][C:40]=3[Cl:44])[O:26]1)([C:19]([CH3:22])([CH3:21])[CH3:20])([CH3:18])[CH3:17].[CH2:45]([Sn:49](Cl)([CH2:54][CH2:55][CH2:56][CH3:57])[CH2:50][CH2:51][CH2:52][CH3:53])[CH2:46][CH2:47][CH3:48].[Cl-].[NH4+].C(=O)([O-])O.[Na+], predict the reaction product. The product is: [Si:16]([O:23][CH2:24][C@@H:25]1[C@H:29]2[O:30][C:31]([CH3:34])([CH3:33])[O:32][C@H:28]2[C@H:27]([N:35]2[CH:43]=[N:42][C:41]3[C:36]2=[N:37][C:38]([Sn:49]([CH2:50][CH2:51][CH2:52][CH3:53])([CH2:54][CH2:55][CH2:56][CH3:57])[CH2:45][CH2:46][CH2:47][CH3:48])=[N:39][C:40]=3[Cl:44])[O:26]1)([C:19]([CH3:22])([CH3:21])[CH3:20])([CH3:17])[CH3:18]. (4) Given the reactants [H-].[H-].[H-].[H-].[Li+].[Al+3].[N:7]1([C:13]2[CH:14]=[C:15]([CH:20]=[CH:21][N:22]=2)[C:16](OC)=[O:17])[CH2:12][CH2:11][CH2:10][CH2:9][CH2:8]1, predict the reaction product. The product is: [N:7]1([C:13]2[CH:14]=[C:15]([CH2:16][OH:17])[CH:20]=[CH:21][N:22]=2)[CH2:8][CH2:9][CH2:10][CH2:11][CH2:12]1. (5) The product is: [CH2:6]([O:13][C:14]([N:16]1[CH2:21][CH2:20][C:19](=[CH2:2])[CH2:18][CH2:17]1)=[O:15])[C:7]1[CH:12]=[CH:11][CH:10]=[CH:9][CH:8]=1. Given the reactants [Li][CH2:2]CCC.[CH2:6]([O:13][C:14]([N:16]1[CH2:21][CH2:20][C:19](=O)[CH2:18][CH2:17]1)=[O:15])[C:7]1[CH:12]=[CH:11][CH:10]=[CH:9][CH:8]=1, predict the reaction product. (6) Given the reactants C([O:5][C:6](=[O:47])[CH2:7][N:8](C(OC(C)(C)C)=O)[C:9]1[CH:14]=[CH:13][CH:12]=[C:11]([CH:15]([CH2:26][C:27]2[CH:32]=[CH:31][C:30]([NH:33][C:34]3[CH:39]=[CH:38][CH:37]=[CH:36][CH:35]=3)=[CH:29][CH:28]=2)[NH:16][S:17]([C:20]2[CH:25]=[CH:24][CH:23]=[CH:22][N:21]=2)(=[O:19])=[O:18])[N:10]=1)(C)(C)C.Cl.O1CCOCC1, predict the reaction product. The product is: [C:34]1([NH:33][C:30]2[CH:29]=[CH:28][C:27]([CH2:26][CH:15]([NH:16][S:17]([C:20]3[CH:25]=[CH:24][CH:23]=[CH:22][N:21]=3)(=[O:19])=[O:18])[C:11]3[N:10]=[C:9]([NH:8][CH2:7][C:6]([OH:47])=[O:5])[CH:14]=[CH:13][CH:12]=3)=[CH:32][CH:31]=2)[CH:35]=[CH:36][CH:37]=[CH:38][CH:39]=1. (7) Given the reactants C1(S)C=CC=CC=1.[CH2:8]([NH2:11])[CH2:9][NH2:10].[CH3:12][CH2:13][CH:14]([CH2:16][CH:17]([CH2:19][CH2:20][CH2:21][CH2:22][CH2:23][CH2:24][CH2:25][CH2:26][C:27]([NH:29][C@@H:30]1[C:61](=[O:62])[NH:60][C@@H:59]([C@H:63]([OH:65])[CH3:64])[C:57](=[O:58])[N:56]2[C@@H:52]([CH2:53][C@@H:54]([OH:66])[CH2:55]2)[C:50](=[O:51])[NH:49][C@@H:48]([C@H:67]([OH:77])[C@@H:68]([OH:76])[C:69]2[CH:74]=[CH:73][C:72]([OH:75])=[CH:71][CH:70]=2)[C:46](=[O:47])[NH:45][C@@H:44]([C@H:78]([OH:83])[CH2:79][C:80]([NH2:82])=O)[C:42](=[O:43])[N:41]2[C@@H:37]([C@@H:38]([OH:84])[CH2:39][CH2:40]2)[C:35](=[O:36])[NH:34][C@H:33](O)[C@H:32]([OH:86])[CH2:31]1)=[O:28])[CH3:18])[CH3:15], predict the reaction product. The product is: [CH3:12][CH2:13][CH:14]([CH2:16][CH:17]([CH2:19][CH2:20][CH2:21][CH2:22][CH2:23][CH2:24][CH2:25][CH2:26][C:27]([NH:29][C@@H:30]1[C:61](=[O:62])[NH:60][C@@H:59]([C@H:63]([OH:65])[CH3:64])[C:57](=[O:58])[N:56]2[C@@H:52]([CH2:53][C@@H:54]([OH:66])[CH2:55]2)[C:50](=[O:51])[NH:49][C@@H:48]([C@H:67]([OH:77])[C@@H:68]([OH:76])[C:69]2[CH:74]=[CH:73][C:72]([OH:75])=[CH:71][CH:70]=2)[C:46](=[O:47])[NH:45][C@@H:44]([C@H:78]([OH:83])[CH2:79][CH2:80][NH2:82])[C:42](=[O:43])[N:41]2[C@@H:37]([C@@H:38]([OH:84])[CH2:39][CH2:40]2)[C:35](=[O:36])[NH:34][C@H:33]([NH:10][CH2:9][CH2:8][NH2:11])[C@H:32]([OH:86])[CH2:31]1)=[O:28])[CH3:18])[CH3:15]. (8) Given the reactants [CH3:1][O:2][C:3]1[C:11]2[O:10][CH:9]=[C:8]([CH2:12][CH2:13]I)[C:7]=2[CH:6]=[CH:5][CH:4]=1.[Cl:15][C:16]1[CH:17]=[C:18]2[C:23](=[C:24]([N:26]3[CH2:31][CH2:30][NH:29][CH2:28][CH2:27]3)[CH:25]=1)[N:22]=[CH:21][CH:20]=[CH:19]2, predict the reaction product. The product is: [CH3:1][O:2][C:3]1[C:11]2[O:10][CH:9]=[C:8]([CH2:12][CH2:13][N:29]3[CH2:30][CH2:31][N:26]([C:24]4[CH:25]=[C:16]([Cl:15])[CH:17]=[C:18]5[C:23]=4[N:22]=[CH:21][CH:20]=[CH:19]5)[CH2:27][CH2:28]3)[C:7]=2[CH:6]=[CH:5][CH:4]=1.[ClH:15]. (9) Given the reactants [ClH:1].[NH2:2][CH2:3][CH2:4][SH:5].[Al](CC(C)C)(CC(C)C)CC(C)C.C(O[C:22](=O)[CH2:23][C:24]1[CH:29]=[C:28]([O:30][CH3:31])[C:27]([CH2:32][CH:33]([NH:35]C(=O)C(F)(F)F)[CH3:34])=[CH:26][C:25]=1[O:42][CH3:43])C, predict the reaction product. The product is: [ClH:1].[S:5]1[CH2:4][CH2:3][N:2]=[C:22]1[CH2:23][C:24]1[C:25]([O:42][CH3:43])=[CH:26][C:27]([CH2:32][C@H:33]([NH2:35])[CH3:34])=[C:28]([O:30][CH3:31])[CH:29]=1.